From a dataset of Full USPTO retrosynthesis dataset with 1.9M reactions from patents (1976-2016). Predict the reactants needed to synthesize the given product. (1) Given the product [CH:29]1([C@H:12]2[C@H:11]([CH3:32])[C@@H:10]([NH:9][C:2]3[CH:7]=[N:6][C:5]([CH3:8])=[CH:4][N:3]=3)[C:19]3[C:14](=[CH:15][CH:16]=[C:17]([C:20]4[CH2:21][CH2:22][O:23][CH2:24][CH:25]=4)[CH:18]=3)[N:13]2[C:26](=[O:28])[CH3:27])[CH2:31][CH2:30]1, predict the reactants needed to synthesize it. The reactants are: Cl[C:2]1[CH:7]=[N:6][C:5]([CH3:8])=[CH:4][N:3]=1.[NH2:9][C@H:10]1[C:19]2[C:14](=[CH:15][CH:16]=[C:17]([C:20]3[CH2:21][CH2:22][O:23][CH2:24][CH:25]=3)[CH:18]=2)[N:13]([C:26](=[O:28])[CH3:27])[C@@H:12]([CH:29]2[CH2:31][CH2:30]2)[C@@H:11]1[CH3:32].CC(C)([O-])C.[Na+].CN(C1C(C2C(P(C3CCCCC3)C3CCCCC3)=CC=CC=2)=CC=CC=1)C. (2) Given the product [Cl:1][C:2]1[C:3]([NH:15][CH:16]2[CH2:21][CH2:20][N:19]([CH3:22])[CH2:18][CH2:17]2)=[CH:4][C:5]([NH2:8])=[N:6][CH:7]=1, predict the reactants needed to synthesize it. The reactants are: [Cl:1][C:2]1[C:3]([NH:15][CH:16]2[CH2:21][CH2:20][N:19]([CH3:22])[CH2:18][CH2:17]2)=[CH:4][C:5]([NH:8]C(=O)C(C)(C)C)=[N:6][CH:7]=1.C([O-])([O-])=O.[Na+].[Na+].